This data is from Full USPTO retrosynthesis dataset with 1.9M reactions from patents (1976-2016). The task is: Predict the reactants needed to synthesize the given product. (1) Given the product [N:60]([CH2:63][CH:64]([S:81][S:82][CH:83]([CH3:85])[CH3:84])[CH2:65][C@@H:66]([NH:73][C:74]([O:76][C:77]([CH3:78])([CH3:79])[CH3:80])=[O:75])[C:67]([O:40][C@H:39]1[C@@H:38]([OH:41])[C@H:37]([N:42]2[CH:50]=[N:49][C:48]3[C:43]2=[N:44][CH:45]=[N:46][C:47]=3[NH2:51])[O:36][C@H:35]1[CH2:34][O:33][P:30]([O:29][C@H:28]1[CH2:27][C@H:26]([N:52]2[CH:57]=[CH:56][C:55]([NH2:58])=[N:54][C:53]2=[O:59])[O:25][C@@H:24]1[CH2:23][O:22][P:18]([OH:21])([OH:20])=[O:19])([OH:32])=[O:31])=[O:68])=[N+:61]=[N-:62], predict the reactants needed to synthesize it. The reactants are: C([N+](CCCC)(CCCC)CCCC)CCC.[P:18]([O:22][CH2:23][C@@H:24]1[C@@H:28]([O:29][P:30]([O:33][CH2:34][C@@H:35]2[C@@H:39]([OH:40])[C@@H:38]([OH:41])[C@H:37]([N:42]3[CH:50]=[N:49][C:48]4[C:43]3=[N:44][CH:45]=[N:46][C:47]=4[NH2:51])[O:36]2)([OH:32])=[O:31])[CH2:27][C@H:26]([N:52]2[CH:57]=[CH:56][C:55]([NH2:58])=[N:54][C:53]2=[O:59])[O:25]1)([OH:21])([OH:20])=[O:19].[N:60]([CH2:63][CH:64]([S:81][S:82][CH:83]([CH3:85])[CH3:84])[CH2:65][C@H:66]([NH:73][C:74]([O:76][C:77]([CH3:80])([CH3:79])[CH3:78])=[O:75])[C:67](OCC#N)=[O:68])=[N+:61]=[N-:62]. (2) Given the product [CH2:3]([C@@H:4]([CH2:5][C:6]([OH:8])=[O:7])[CH2:9][C:10]([NH2:11])=[O:20])[CH:2]([CH3:21])[CH3:1].[C:36]1([C@@H:42]([NH-:44])[CH3:43])[CH:41]=[CH:40][CH:39]=[CH:38][CH:37]=1, predict the reactants needed to synthesize it. The reactants are: [CH3:1][CH:2]([CH3:21])[CH2:3][C@@H:4]([CH2:9][C:10](=[O:20])[NH:11][C@H](C1C=CC=CC=1)C)[CH2:5][C:6]([OH:8])=[O:7].C(N(CC)CC)C.C(Cl)(=O)C(C)(C)C.[C:36]1([C@@H:42]([NH:44]C(=O)C[C@H](CC(C)C)CC(N)=O)[CH3:43])[CH:41]=[CH:40][CH:39]=[CH:38][CH:37]=1.